Dataset: Full USPTO retrosynthesis dataset with 1.9M reactions from patents (1976-2016). Task: Predict the reactants needed to synthesize the given product. Given the product [O:12]1[CH2:17][CH2:16][O:15][C:14]2[CH:18]=[C:19]([NH:22][C:23]3[C:24]([CH2:25][OH:26])=[CH:29][CH:30]=[CH:31][N:32]=3)[CH:20]=[CH:21][C:13]1=2, predict the reactants needed to synthesize it. The reactants are: [H-].[Al+3].[Li+].[H-].[H-].[H-].O1CCCC1.[O:12]1[CH2:17][CH2:16][O:15][C:14]2[CH:18]=[C:19]([NH:22][C:23]3[N:32]=[CH:31][CH:30]=[CH:29][C:24]=3[C:25](OC)=[O:26])[CH:20]=[CH:21][C:13]1=2.[OH-].[Na+].